The task is: Predict the reaction yield, written as a fraction of the theoretical maximum amount of product (1.0 means a 100% yield; for example, 0.34 means a 34% yield).. This data is from Reaction yield outcomes from USPTO patents with 853,638 reactions. (1) The reactants are [C:1]1(=[C:6]([N:10]2[CH:14]=[C:13]([C:15]3[C:16]4[CH:23]=[CH:22][N:21](COCC[Si](C)(C)C)[C:17]=4[N:18]=[CH:19][N:20]=3)[CH:12]=[N:11]2)[CH2:7][C:8]#[N:9])[CH2:5][CH2:4][CH2:3][CH2:2]1. The catalyst is C(Cl)Cl.C(O)(C(F)(F)F)=O. The product is [C:1]1(=[C:6]([N:10]2[CH:14]=[C:13]([C:15]3[C:16]4[CH:23]=[CH:22][NH:21][C:17]=4[N:18]=[CH:19][N:20]=3)[CH:12]=[N:11]2)[CH2:7][C:8]#[N:9])[CH2:5][CH2:4][CH2:3][CH2:2]1. The yield is 0.330. (2) The reactants are [CH3:1][O:2][C:3](=[O:14])[C:4]1[CH:9]=[CH:8][C:7]([N+:10]([O-:12])=[O:11])=[CH:6][C:5]=1[NH2:13].C(N(CC)CC)C.[F:22][C:23]([F:38])([F:37])[C:24]1[CH:25]=[C:26]([CH:30]=[C:31]([C:33]([F:36])([F:35])[F:34])[CH:32]=1)[C:27](Cl)=[O:28].C(=O)([O-])N. The catalyst is C(Cl)Cl. The product is [CH3:1][O:2][C:3](=[O:14])[C:4]1[CH:9]=[CH:8][C:7]([N+:10]([O-:12])=[O:11])=[CH:6][C:5]=1[NH:13][C:27](=[O:28])[C:26]1[CH:30]=[C:31]([C:33]([F:34])([F:35])[F:36])[CH:32]=[C:24]([C:23]([F:22])([F:37])[F:38])[CH:25]=1. The yield is 0.330. (3) The reactants are [O:1]1[C:5]2[CH:6]=[CH:7][C:8]([C:10]3([C:13]([NH:15][C:16]4[CH:21]=[C:20]([C:22]5[CH:27]=[CH:26][C:25]([C:28](=[O:32])[N:29]([CH3:31])[CH3:30])=[CH:24][CH:23]=5)[C:19]([C:33](O)=[O:34])=[CH:18][CH:17]=4)=[O:14])[CH2:12][CH2:11]3)=[CH:9][C:4]=2[O:3][CH2:2]1.CN.O1CCCC1.C[CH2:44][N:45](CC)CC. The catalyst is CN(C=O)C. The product is [O:1]1[C:5]2[CH:6]=[CH:7][C:8]([C:10]3([C:13]([NH:15][C:16]4[CH:21]=[C:20]([C:22]5[CH:27]=[CH:26][C:25]([C:28]([N:29]([CH3:30])[CH3:31])=[O:32])=[CH:24][CH:23]=5)[C:19]([C:33]([NH:45][CH3:44])=[O:34])=[CH:18][CH:17]=4)=[O:14])[CH2:11][CH2:12]3)=[CH:9][C:4]=2[O:3][CH2:2]1. The yield is 0.100. (4) The catalyst is C(Cl)Cl. The yield is 0.522. The product is [F:1][C:2]1[CH:33]=[CH:32][C:5]([C:6](/[N:8]=[C:9]2\[NH:10][C:11]3[CH:29]=[CH:28][C:27]([CH2:30][N:39]4[CH2:43][CH2:42][CH:41]([C:44]([OH:47])([CH3:46])[CH3:45])[CH2:40]4)=[CH:26][C:12]=3[N:13]\2[C@H:14]2[CH2:15][CH2:16][C@@H:17]([C:20](=[O:25])[NH:21][CH:22]([CH3:23])[CH3:24])[CH2:18][CH2:19]2)=[O:7])=[CH:4][CH:3]=1. The reactants are [F:1][C:2]1[CH:33]=[CH:32][C:5]([C:6](/[N:8]=[C:9]2\[NH:10][C:11]3[CH:29]=[CH:28][C:27]([CH2:30]O)=[CH:26][C:12]=3[N:13]\2[C@H:14]2[CH2:19][CH2:18][C@@H:17]([C:20](=[O:25])[NH:21][CH:22]([CH3:24])[CH3:23])[CH2:16][CH2:15]2)=[O:7])=[CH:4][CH:3]=1.S(Cl)(Cl)=O.Cl.[NH:39]1[CH2:43][CH2:42][CH:41]([C:44]([OH:47])([CH3:46])[CH3:45])[CH2:40]1.C1CCN2C(=NCCC2)CC1. (5) The yield is 0.600. The product is [Br:3][C:4]1[CH:5]=[CH:6][CH:7]=[C:8]2[C:9]=1[NH:10][C:11](=[O:15])[C:31]([C:23]1[NH:22][S:21](=[O:37])(=[O:20])[C:26]3[CH:27]=[CH:28][CH:29]=[CH:30][C:25]=3[N:24]=1)=[C:13]2[OH:14]. The catalyst is O1CCCC1. The reactants are [H-].[Na+].[Br:3][C:4]1[C:9]2[N:10]=[C:11]([O:15]CC(C)C)O[C:13](=[O:14])[C:8]=2[CH:7]=[CH:6][CH:5]=1.[O:20]=[S:21]1(=[O:37])[C:26]2[CH:27]=[CH:28][CH:29]=[CH:30][C:25]=2[N:24]=[C:23]([CH2:31]C(OCC)=O)[NH:22]1.C(O)(=O)C. (6) The product is [CH3:1][N:2]([C:14]1[C:23]([CH3:24])=[CH:22][C:21]2[C:20]([CH3:25])=[CH:19][CH2:18][C:17]([CH3:27])([CH3:26])[C:16]=2[CH:15]=1)[C:3]1[CH:4]=[CH:5][C:6]([C:7]([OH:9])=[O:8])=[CH:12][CH:13]=1. The catalyst is O. The reactants are [CH3:1][N:2]([C:14]1[C:23]([CH3:24])=[CH:22][C:21]2[C:20]([CH3:25])=[CH:19][CH2:18][C:17]([CH3:27])([CH3:26])[C:16]=2[CH:15]=1)[C:3]1[CH:13]=[CH:12][C:6]([C:7]([O:9]CC)=[O:8])=[CH:5][CH:4]=1.C(O)C.[OH-].[K+]. The yield is 0.920. (7) The reactants are Br[C:2]1[CH:7]=[CH:6][C:5]([C:8]2[N:9]([CH2:15][C@@H:16]3[CH2:20][CH2:19][N:18]([C:21]([CH:23]4[CH2:25][CH2:24]4)=[O:22])[CH2:17]3)[C:10](=[O:14])[N:11]([CH3:13])[N:12]=2)=[CH:4][CH:3]=1.CC1(C)C(C)(C)OB([C:34]2[CH:35]=[CH:36][C:37]3[O:41][CH:40]=[CH:39][C:38]=3[CH:42]=2)O1.[O-]P([O-])([O-])=O.[K+].[K+].[K+]. The catalyst is CCO.C1C=CC([P]([Pd]([P](C2C=CC=CC=2)(C2C=CC=CC=2)C2C=CC=CC=2)([P](C2C=CC=CC=2)(C2C=CC=CC=2)C2C=CC=CC=2)[P](C2C=CC=CC=2)(C2C=CC=CC=2)C2C=CC=CC=2)(C2C=CC=CC=2)C2C=CC=CC=2)=CC=1. The product is [O:41]1[C:37]2[CH:36]=[CH:35][C:34]([C:2]3[CH:3]=[CH:4][C:5]([C:8]4[N:9]([CH2:15][C@@H:16]5[CH2:20][CH2:19][N:18]([C:21]([CH:23]6[CH2:24][CH2:25]6)=[O:22])[CH2:17]5)[C:10](=[O:14])[N:11]([CH3:13])[N:12]=4)=[CH:6][CH:7]=3)=[CH:42][C:38]=2[CH:39]=[CH:40]1. The yield is 0.920. (8) The reactants are N1C=CC=CC=1.[NH2:7][C:8]1[CH:13]=[C:12]([CH2:14][C:15]2[C:20]([Cl:21])=[CH:19][CH:18]=[CH:17][C:16]=2[Cl:22])[N:11]=[C:10]([NH:23][C:24]2[CH:31]=[CH:30][C:27]([C:28]#[N:29])=[CH:26][CH:25]=2)[N:9]=1.[C:32](Cl)(=[O:40])[CH2:33][CH2:34][CH2:35][CH2:36][CH2:37][CH2:38][CH3:39]. The catalyst is C(Cl)Cl. The product is [Cl:22][C:16]1[CH:17]=[CH:18][CH:19]=[C:20]([Cl:21])[C:15]=1[CH2:14][C:12]1[N:11]=[C:10]([NH:23][C:24]2[CH:25]=[CH:26][C:27]([C:28]#[N:29])=[CH:30][CH:31]=2)[N:9]=[C:8]([NH:7][C:32](=[O:40])[CH2:33][CH2:34][CH2:35][CH2:36][CH2:37][CH2:38][CH3:39])[CH:13]=1. The yield is 0.686. (9) The reactants are [N+]([C:4]1[CH:9]=[C:8]([C:10]([F:13])([F:12])[F:11])[CH:7]=[CH:6][C:5]=1[CH2:14][C:15]#[N:16])([O-])=O.O.C(O)(=O)C. The catalyst is CCO.[Pd]. The product is [F:13][C:10]([F:11])([F:12])[C:8]1[CH:9]=[C:4]2[C:5]([CH:14]=[CH:15][NH:16]2)=[CH:6][CH:7]=1. The yield is 0.650. (10) The reactants are C(OC([N:8]1[CH2:13][CH2:12][N:11]([C:14]2[C:15]([C:28]3[CH:33]=[CH:32][C:31]([F:34])=[CH:30][CH:29]=3)=[N:16][C:17]3[C:22]([N:23]=2)=[CH:21][C:20]([C:24]([O:26]C)=[O:25])=[CH:19][CH:18]=3)[C@@H:10]([CH3:35])[CH2:9]1)=O)(C)(C)C.C(O)(C(F)(F)F)=O.[OH-].[Na+]. The catalyst is ClCCl.O. The product is [F:34][C:31]1[CH:32]=[CH:33][C:28]([C:15]2[C:14]([N:11]3[CH2:12][CH2:13][NH:8][CH2:9][C@@H:10]3[CH3:35])=[N:23][C:22]3[C:17](=[CH:18][CH:19]=[C:20]([C:24]([OH:26])=[O:25])[CH:21]=3)[N:16]=2)=[CH:29][CH:30]=1. The yield is 0.590.